This data is from Experimentally validated miRNA-target interactions with 360,000+ pairs, plus equal number of negative samples. The task is: Binary Classification. Given a miRNA mature sequence and a target amino acid sequence, predict their likelihood of interaction. (1) The miRNA is hsa-miR-4428 with sequence CAAGGAGACGGGAACAUGGAGC. The protein sequence of the target gene is MGVRAAPSCAAAPAAAGAEQSRRPGLWPPSPPPPLLLLLLLSLGLLHAGDCQQPTQCRIQKCTTDFVALTAHLNSAADGFDSEFCKALRAYAGCTQRTSKACRGNLVYHSAVLGISDLMSQRNCSKDGPTSSTNPEVTHDPCNYHSHGGVREHGGGDQRPPNYLFCGLFGDPHLRTFKDHFQTCKVEGAWPLIDNNYLSVQVTNVPVVPGSSATATNKVTIIFKAQHECTDQKVYQAVTDDLPAAFVDGTTSGGDGDVKSLHIVEKESGRYVEMHARYIGTTVFVRQLGRYLTLAIRMPE.... Result: 0 (no interaction). (2) The miRNA is rno-miR-433-3p with sequence AUCAUGAUGGGCUCCUCGGUGU. The protein sequence of the target gene is MISRLLQNNLMSVDPVSSQAMELSDVTLIEGVGNEVMVVAGVVALTLALVLAWLSTYVADSGNNQLLGTIVSAGDTSVLHLGHVDQLVNQGTPEPTEHPHPSGGNDDKAEETSDSGGDATGEPGARGEMEPSLEHLLDIQGLPKRQAGLGSSRPEAPLGLDDGSCLSPSPSLINVRLKFLNDTEELAVARPEDTVGTLKSKYFPGQESQMKLIYQGRLLQDPARTLSSLNITNNCVIHCHRSPPGAAVSGPSASLTPTTEQSSLGVNVGSLMVPVFVVLLGVVWYFRINYRQFFTGPATI.... Result: 0 (no interaction).